From a dataset of Full USPTO retrosynthesis dataset with 1.9M reactions from patents (1976-2016). Predict the reactants needed to synthesize the given product. (1) The reactants are: [NH2:1][CH2:2][C@H:3]1[N:8]([C:9]([C:11]2[N:12]=[C:13]([CH3:23])[S:14][C:15]=2[C:16]2[CH:21]=[CH:20][CH:19]=[C:18]([Cl:22])[CH:17]=2)=[O:10])[CH2:7][C@H:6]2[C@@H:4]1[CH2:5]2.[NH:24]1[C:32]2[C:27](=[CH:28][CH:29]=[CH:30][CH:31]=2)[C:26]([C:33](O)=[O:34])=[N:25]1. Given the product [Cl:22][C:18]1[CH:17]=[C:16]([C:15]2[S:14][C:13]([CH3:23])=[N:12][C:11]=2[C:9]([N:8]2[CH2:7][C@H:6]3[C@H:4]([CH2:5]3)[C@H:3]2[CH2:2][NH:1][C:33]([C:26]2[C:27]3[C:32](=[CH:31][CH:30]=[CH:29][CH:28]=3)[NH:24][N:25]=2)=[O:34])=[O:10])[CH:21]=[CH:20][CH:19]=1, predict the reactants needed to synthesize it. (2) Given the product [Br:1][C:2]1[C:7]([F:8])=[C:6]([F:9])[C:5]([F:10])=[C:4]([F:11])[C:3]=1[S:12]([Cl:17])(=[O:15])=[O:13], predict the reactants needed to synthesize it. The reactants are: [Br:1][C:2]1[C:7]([F:8])=[C:6]([F:9])[C:5]([F:10])=[C:4]([F:11])[C:3]=1[S:12]([OH:15])(=O)=[O:13].P(Cl)(Cl)(Cl)(Cl)[Cl:17].Cl.